This data is from Catalyst prediction with 721,799 reactions and 888 catalyst types from USPTO. The task is: Predict which catalyst facilitates the given reaction. (1) Reactant: [C:1]([C:5]1[CH:6]=[C:7]([NH:28][C:29]([NH:31][C@@H:32]2[C:41]3[C:36](=[CH:37][CH:38]=[CH:39][CH:40]=3)[C@H:35]([O:42][C:43]3[CH:44]=[CH:45][C:46]4[N:47]([C:49]([C@@H:52]5[CH2:56][CH2:55][CH2:54][N:53]5[CH3:57])=[N:50][N:51]=4)[CH:48]=3)[CH2:34][CH2:33]2)=[O:30])[N:8]([C:10]2[CH:15]=[CH:14][C:13]([O:16][Si](C(C)C)(C(C)C)C(C)C)=[C:12]([Cl:27])[CH:11]=2)[N:9]=1)([CH3:4])([CH3:3])[CH3:2].CCCC[N+](CCCC)(CCCC)CCCC.[F-].O. Product: [C:1]([C:5]1[CH:6]=[C:7]([NH:28][C:29]([NH:31][C@@H:32]2[C:41]3[C:36](=[CH:37][CH:38]=[CH:39][CH:40]=3)[C@H:35]([O:42][C:43]3[CH:44]=[CH:45][C:46]4[N:47]([C:49]([C@@H:52]5[CH2:56][CH2:55][CH2:54][N:53]5[CH3:57])=[N:50][N:51]=4)[CH:48]=3)[CH2:34][CH2:33]2)=[O:30])[N:8]([C:10]2[CH:15]=[CH:14][C:13]([OH:16])=[C:12]([Cl:27])[CH:11]=2)[N:9]=1)([CH3:4])([CH3:2])[CH3:3]. The catalyst class is: 1. (2) Reactant: [CH:1]1([S:4]([C:7]2[CH:12]=[CH:11][C:10]([CH:13]([C:21]3[NH:25][C:24]([C:26]4[N:31]=[CH:30][C:29]([CH2:32][C:33](O)=[O:34])=[CH:28][CH:27]=4)=[CH:23][CH:22]=3)[CH2:14][CH:15]3[CH2:20][CH2:19][O:18][CH2:17][CH2:16]3)=[CH:9][CH:8]=2)(=[O:6])=[O:5])[CH2:3][CH2:2]1.Cl.[NH:37]1[CH2:40][CH2:39][CH2:38]1.Cl.CN(C)CCCN=C=NCC.ON1C2C=CC=CC=2N=N1. Product: [N:37]1([C:33](=[O:34])[CH2:32][C:29]2[CH:28]=[CH:27][C:26]([C:24]3[NH:25][C:21]([CH:13]([C:10]4[CH:11]=[CH:12][C:7]([S:4]([CH:1]5[CH2:3][CH2:2]5)(=[O:5])=[O:6])=[CH:8][CH:9]=4)[CH2:14][CH:15]4[CH2:16][CH2:17][O:18][CH2:19][CH2:20]4)=[CH:22][CH:23]=3)=[N:31][CH:30]=2)[CH2:40][CH2:39][CH2:38]1. The catalyst class is: 681. (3) Reactant: Cl.[NH2:2][C:3]1[CH:4]=[C:5]2[C:9](=[CH:10][CH:11]=1)[NH:8][CH:7]=[CH:6]2.C(N(CC)CC)C.Cl[C:20]([O:22][CH3:23])=[O:21].OS(O)(=O)=O. Product: [CH3:23][O:22][C:20]([NH:2][C:3]1[CH:4]=[C:5]2[C:9](=[CH:10][CH:11]=1)[NH:8][CH:7]=[CH:6]2)=[O:21]. The catalyst class is: 34. (4) Reactant: [CH3:1][O:2][C:3]1[C:12]2[N:11]([CH3:13])[C:10](=[O:14])[CH:9]=[CH:8][C:7]=2[C:6]([CH:15]=O)=[CH:5][CH:4]=1.[C:17]([O:25][CH2:26][CH3:27])(=[O:24])[CH2:18][C:19]([O:21][CH2:22][CH3:23])=[O:20].N1CCCCC1.Cl. Product: [CH3:1][O:2][C:3]1[CH:4]=[CH:5][C:6]([CH:15]=[C:18]([C:19]([O:21][CH2:22][CH3:23])=[O:20])[C:17]([O:25][CH2:26][CH3:27])=[O:24])=[C:7]2[C:12]=1[N:11]([CH3:13])[C:10](=[O:14])[CH:9]=[CH:8]2. The catalyst class is: 17. (5) Reactant: [C:1](=[N:14][C:15]1[C:20]([F:21])=[CH:19][CH:18]=[CH:17][N:16]=1)([C:8]1C=CC=CC=1)C1C=CC=CC=1.C(OC(OCC)CBr)C.Br.C([O-])(O)=O.[Na+]. Product: [F:21][C:20]1[C:15]2[N:16]([CH:8]=[CH:1][N:14]=2)[CH:17]=[CH:18][CH:19]=1. The catalyst class is: 252. (6) Reactant: [Cl:1][C:2]1[CH:7]=[CH:6][C:5]([S:8]([NH:11][C@@H:12]([C:20]2[CH2:24][C:23](=[O:25])[O:22][N:21]=2)[CH2:13][C:14]2[CH:19]=[CH:18][CH:17]=[CH:16][CH:15]=2)(=[O:10])=[O:9])=[CH:4][CH:3]=1.[CH:26](=O)[CH3:27]. Product: [Cl:1][C:2]1[CH:7]=[CH:6][C:5]([S:8]([NH:11][C@@H:12]([C:20]2=[N:21][O:22][C:23](=[O:25])/[C:24]/2=[CH:26]\[CH3:27])[CH2:13][C:14]2[CH:19]=[CH:18][CH:17]=[CH:16][CH:15]=2)(=[O:10])=[O:9])=[CH:4][CH:3]=1. The catalyst class is: 14. (7) Reactant: [S:1]1[C:5]2[CH:6]=[CH:7][CH:8]=[CH:9][C:4]=2[N:3]=[C:2]1[C:10]([C:25]#[N:26])=[C:11]([O:17]C(C1OC=CC=1)=O)[C:12]1[O:13][CH:14]=[CH:15][CH:16]=1.[OH-].[K+].O.Cl. Product: [S:1]1[C:5]2[CH:6]=[CH:7][CH:8]=[CH:9][C:4]=2[N:3]=[C:2]1[C:10](=[C:11]([C:12]1[O:13][CH:14]=[CH:15][CH:16]=1)[OH:17])[C:25]#[N:26]. The catalyst class is: 8. (8) Reactant: [ClH:1].CC(OC(=O)[NH:8][CH2:9][C:10](=[O:17])[NH:11][CH2:12][C:13]([F:16])([F:15])[F:14])(C)C.C(=O)([O-])[O-].[Na+].[Na+]. Product: [ClH:1].[NH2:8][CH2:9][C:10]([NH:11][CH2:12][C:13]([F:16])([F:15])[F:14])=[O:17]. The catalyst class is: 46. (9) Reactant: [Br:1][C:2]1[CH:3]=[C:4]([C:13]([O:15]C)=O)[C:5](=[O:12])[NH:6][C:7]=1[C:8]([Cl:11])([F:10])[F:9].[NH2:17][CH2:18][CH:19]1[CH2:21][CH2:20]1.Cl. Product: [Br:1][C:2]1[CH:3]=[C:4]([C:13]([NH:17][CH2:18][CH:19]2[CH2:21][CH2:20]2)=[O:15])[C:5](=[O:12])[NH:6][C:7]=1[C:8]([Cl:11])([F:9])[F:10]. The catalyst class is: 10.